This data is from Forward reaction prediction with 1.9M reactions from USPTO patents (1976-2016). The task is: Predict the product of the given reaction. (1) The product is: [CH3:23][C:24]1([CH3:45])[O:28][CH:27]([CH2:29][N:30]2[C:38]3[C:33](=[CH:34][CH:35]=[CH:36][CH:37]=3)[C:32]([C:39]([C:2]3[CH:17]=[CH:16][C:5]4[N:6]([C:9]5[CH:14]=[CH:13][C:12]([F:15])=[CH:11][CH:10]=5)[N:7]=[N:8][C:4]=4[CH:3]=3)([OH:44])[C:40]([F:43])([F:42])[F:41])=[CH:31]2)[CH2:26][O:25]1. Given the reactants Br[C:2]1[CH:17]=[CH:16][C:5]2[N:6]([C:9]3[CH:14]=[CH:13][C:12]([F:15])=[CH:11][CH:10]=3)[N:7]=[N:8][C:4]=2[CH:3]=1.C([Li])CCC.[CH3:23][C:24]1([CH3:45])[O:28][CH:27]([CH2:29][N:30]2[C:38]3[C:33](=[CH:34][CH:35]=[CH:36][CH:37]=3)[C:32]([C:39](=[O:44])[C:40]([F:43])([F:42])[F:41])=[CH:31]2)[CH2:26][O:25]1, predict the reaction product. (2) Given the reactants [H-].[Na+].[C:3]([O:7][C:8]([NH:10][C:11]1[N:16]=[C:15]([C:17]([O:19][CH2:20][CH3:21])=[O:18])[CH:14]=[CH:13][CH:12]=1)=[O:9])([CH3:6])([CH3:5])[CH3:4].Br[CH2:23][C:24]([O:26][C:27]([CH3:30])([CH3:29])[CH3:28])=[O:25].[Cl-].[NH4+], predict the reaction product. The product is: [C:3]([O:7][C:8]([N:10]([CH2:23][C:24]([O:26][C:27]([CH3:30])([CH3:29])[CH3:28])=[O:25])[C:11]1[CH:12]=[CH:13][CH:14]=[C:15]([C:17]([O:19][CH2:20][CH3:21])=[O:18])[N:16]=1)=[O:9])([CH3:6])([CH3:5])[CH3:4].